This data is from Peptide-MHC class II binding affinity with 134,281 pairs from IEDB. The task is: Regression. Given a peptide amino acid sequence and an MHC pseudo amino acid sequence, predict their binding affinity value. This is MHC class II binding data. (1) The peptide sequence is GRSYAADAGYAPATP. The MHC is HLA-DQA10501-DQB10201 with pseudo-sequence HLA-DQA10501-DQB10201. The binding affinity (normalized) is 0.320. (2) The peptide sequence is IPAGELQIIDKIDAA. The MHC is HLA-DPA10103-DPB10401 with pseudo-sequence HLA-DPA10103-DPB10401. The binding affinity (normalized) is 0.0298.